From a dataset of Forward reaction prediction with 1.9M reactions from USPTO patents (1976-2016). Predict the product of the given reaction. (1) Given the reactants C(OC(=O)[NH:7][C:8]1[CH:13]=[C:12]([O:14][CH2:15][C:16]([F:19])([F:18])[F:17])[C:11]([C:20]([F:23])([F:22])[F:21])=[CH:10][C:9]=1[NH:24][C:25](=[O:44])[CH2:26][C:27]([C:29]1[CH:34]=[CH:33][CH:32]=[C:31]([C:35]2[CH:36]=[N:37][C:38]([CH:41]3[CH2:43][CH2:42]3)=[CH:39][CH:40]=2)[CH:30]=1)=O)(C)(C)C.C(O)(C(F)(F)F)=O, predict the reaction product. The product is: [CH:41]1([C:38]2[N:37]=[CH:36][C:35]([C:31]3[CH:30]=[C:29]([C:27]4[CH2:26][C:25](=[O:44])[NH:24][C:9]5[CH:10]=[C:11]([C:20]([F:22])([F:21])[F:23])[C:12]([O:14][CH2:15][C:16]([F:18])([F:19])[F:17])=[CH:13][C:8]=5[N:7]=4)[CH:34]=[CH:33][CH:32]=3)=[CH:40][CH:39]=2)[CH2:42][CH2:43]1. (2) Given the reactants [Cl:1][C:2]1[CH:7]=[CH:6][CH:5]=[C:4]([Cl:8])[C:3]=1[C:9]1[N:10]([O:21][CH2:22][CH3:23])[C:11]2[C:16]([CH:17]=1)=[CH:15][CH:14]=[C:13]([C:18](O)=[O:19])[CH:12]=2.CN(C(ON1N=NC2C=CC=NC1=2)=[N+](C)C)C.F[P-](F)(F)(F)(F)F.C(N(CC)CC)C.[CH3:55][C:56]1[CH:57]=[C:58]([CH:60]=[CH:61][C:62]=1[CH3:63])[NH2:59], predict the reaction product. The product is: [CH3:55][C:56]1[CH:57]=[C:58]([NH:59][C:18]([C:13]2[CH:12]=[C:11]3[C:16]([CH:17]=[C:9]([C:3]4[C:4]([Cl:8])=[CH:5][CH:6]=[CH:7][C:2]=4[Cl:1])[N:10]3[O:21][CH2:22][CH3:23])=[CH:15][CH:14]=2)=[O:19])[CH:60]=[CH:61][C:62]=1[CH3:63]. (3) Given the reactants [Cl:1][C:2]1[N:7]=[C:6]([NH2:8])[C:5]([N+:9]([O-])=O)=[CH:4][CH:3]=1.O.O.Cl[Sn]Cl.[BH4-].[Na+].O.C(OCC)(=O)C.[CH3:26][C:27](O)([CH3:29])[CH3:28], predict the reaction product. The product is: [C:27]([NH:9][C:5]1[C:6]([NH2:8])=[N:7][C:2]([Cl:1])=[CH:3][CH:4]=1)([CH3:29])([CH3:28])[CH3:26].[Cl:1][C:2]1[N:7]=[C:6]([NH2:8])[C:5]([NH2:9])=[CH:4][CH:3]=1. (4) Given the reactants [CH3:1][O:2][C:3]([C:5]1[CH:6]=[C:7](B(O)O)[CH:8]=[C:9]([N+:11]([O-:13])=[O:12])[CH:10]=1)=[O:4].[C:17]([O-])(=O)C.C1(P(C2C3C(=CC=CC=3)C=CC=2)C2C3C(=CC=CC=3)C=CC=2)C2C(=CC=CC=2)C=CC=1.P([O-])([O-])([O-])=O.[K+].[K+].[K+].CI, predict the reaction product. The product is: [CH3:17][C:7]1[CH:6]=[C:5]([CH:10]=[C:9]([N+:11]([O-:13])=[O:12])[CH:8]=1)[C:3]([O:2][CH3:1])=[O:4].